This data is from Forward reaction prediction with 1.9M reactions from USPTO patents (1976-2016). The task is: Predict the product of the given reaction. (1) Given the reactants S(F)(F)(=O)=O.[CH3:6][N:7]([CH3:13])[C:8]([N:10]([CH3:12])[CH3:11])=[NH:9].[CH3:14]N(C)C=O, predict the reaction product. The product is: [CH3:6][N:7]([CH3:13])[C:8](=[N:9][CH3:14])[N:10]([CH3:12])[CH3:11]. (2) Given the reactants [NH2:1][C:2]1(C#N)[CH2:7][C:6]([Cl:8])=[C:5]([F:9])[C:4](=[O:10])[N:3]1[CH3:11].Cl, predict the reaction product. The product is: [Cl:8][C:6]1[C:7]2[C:4](=[O:10])[NH:3][CH:2]=[N:1][C:2]=2[N:3]([CH3:11])[C:4](=[O:10])[C:5]=1[F:9]. (3) Given the reactants Cl[C:2]1[C:11]2[C:6](=[C:7]([Cl:15])[CH:8]=[C:9]([N+:12]([O-:14])=[O:13])[CH:10]=2)[N:5]=[CH:4][C:3]=1[C:16]#[N:17].[Cl:18][C:19]1[CH:20]=[C:21]([CH:23]=[CH:24][C:25]=1[F:26])[NH2:22], predict the reaction product. The product is: [Cl:15][C:7]1[CH:8]=[C:9]([N+:12]([O-:14])=[O:13])[CH:10]=[C:11]2[C:6]=1[N:5]=[CH:4][C:3]([C:16]#[N:17])=[C:2]2[NH:22][C:21]1[CH:23]=[CH:24][C:25]([F:26])=[C:19]([Cl:18])[CH:20]=1. (4) Given the reactants Cl.[C:2]1([S:8]([C:11]2[C:19]3[C:14](=[C:15]([N:20]4[CH2:25][CH2:24][NH:23][CH2:22][CH2:21]4)[CH:16]=[CH:17][CH:18]=3)[NH:13][CH:12]=2)(=[O:10])=[O:9])[CH:7]=[CH:6][CH:5]=[CH:4][CH:3]=1.[CH2:26]=O, predict the reaction product. The product is: [C:2]1([S:8]([C:11]2[C:19]3[C:14](=[C:15]([N:20]4[CH2:25][CH2:24][N:23]([CH3:26])[CH2:22][CH2:21]4)[CH:16]=[CH:17][CH:18]=3)[NH:13][CH:12]=2)(=[O:9])=[O:10])[CH:3]=[CH:4][CH:5]=[CH:6][CH:7]=1. (5) Given the reactants O[CH2:2][CH2:3][CH2:4][C:5]([S:7][CH2:8][CH2:9][NH:10][C:11](=[O:54])[CH2:12][CH2:13][NH:14][C:15](=[O:53])[C@H:16]([OH:52])[C:17]([CH3:51])([CH3:50])[CH2:18][O:19][P:20]([OH:49])(=[O:48])[O:21][P:22]([OH:47])(=[O:46])[O:23][CH2:24][C@H:25]1[O:29][C@@H:28]([N:30]2[C:39]3[N:38]=[CH:37][N:36]=[C:34]([NH2:35])[C:33]=3[N:32]=[CH:31]2)[C@H:27]([OH:40])[C@@H:26]1[O:41][P:42]([OH:45])([OH:44])=[O:43])=[O:6].O=C[C@@H]([C@H]([C@@H]([C@@H](CO)O)O)O)O.[C:67]([S:73][CH2:74][CH2:75][NH:76][C:77](=[O:120])[CH2:78][CH2:79][NH:80][C:81](=[O:119])[C@H:82]([OH:118])[C:83]([CH3:117])([CH3:116])[CH2:84][O:85][P:86]([OH:115])(=[O:114])[O:87][P:88]([OH:113])(=[O:112])[O:89][CH2:90][C@H:91]1[O:95][C@@H:94]([N:96]2[C:105]3[N:104]=[CH:103][N:102]=[C:100]([NH2:101])[C:99]=3[N:98]=[CH:97]2)[C@H:93]([OH:106])[C@@H:92]1[O:107][P:108]([OH:111])([OH:110])=[O:109])(=[O:72])[CH2:68]C(C)=O.C(SCCNC(=O)CCNC(=O)[C@H](O)C(C)(C)COP(O)(=O)OP(O)(=O)OC[C@H]1O[C@@H](N2C3N=CN=C(N)C=3N=C2)[C@H](O)[C@@H]1OP(O)(O)=O)(=O)C.OC(C)CC(SCCNC(=O)CCNC(=O)[C@H](O)C(C)(C)COP(O)(=O)OP(O)(=O)OC[C@H]1O[C@@H](N2C3N=CN=C(N)C=3N=C2)[C@H](O)[C@@H]1OP(O)(O)=O)=O, predict the reaction product. The product is: [C:5]([S:7][CH2:8][CH2:9][NH:10][C:11](=[O:54])[CH2:12][CH2:13][NH:14][C:15](=[O:53])[C@H:16]([OH:52])[C:17]([CH3:50])([CH3:51])[CH2:18][O:19][P:20]([OH:49])(=[O:48])[O:21][P:22]([OH:47])(=[O:46])[O:23][CH2:24][C@H:25]1[O:29][C@@H:28]([N:30]2[C:39]3[N:38]=[CH:37][N:36]=[C:34]([NH2:35])[C:33]=3[N:32]=[CH:31]2)[C@H:27]([OH:40])[C@@H:26]1[O:41][P:42]([OH:45])([OH:44])=[O:43])(=[O:6])/[CH:4]=[CH:3]/[CH3:2].[C:67]([S:73][CH2:74][CH2:75][NH:76][C:77](=[O:120])[CH2:78][CH2:79][NH:80][C:81](=[O:119])[C@H:82]([OH:118])[C:83]([CH3:116])([CH3:117])[CH2:84][O:85][P:86]([OH:115])(=[O:114])[O:87][P:88]([OH:113])(=[O:112])[O:89][CH2:90][C@H:91]1[O:95][C@@H:94]([N:96]2[C:105]3[N:104]=[CH:103][N:102]=[C:100]([NH2:101])[C:99]=3[N:98]=[CH:97]2)[C@H:93]([OH:106])[C@@H:92]1[O:107][P:108]([OH:111])([OH:110])=[O:109])(=[O:72])[CH3:68].